Task: Binary Classification. Given a T-cell receptor sequence (or CDR3 region) and an epitope sequence, predict whether binding occurs between them.. Dataset: TCR-epitope binding with 47,182 pairs between 192 epitopes and 23,139 TCRs (1) Result: 1 (the TCR binds to the epitope). The epitope is NEGVKAAW. The TCR CDR3 sequence is CASSRSGGGGLTGELFF. (2) The epitope is FLNGSCGSV. The TCR CDR3 sequence is CASSQEGGTSGYNEQFF. Result: 1 (the TCR binds to the epitope). (3) The epitope is TLVPQEHYV. The TCR CDR3 sequence is CALFRDRNTGELFF. Result: 0 (the TCR does not bind to the epitope). (4) The epitope is MMISAGFSL. The TCR CDR3 sequence is CSARDPGDDKPQHF. Result: 0 (the TCR does not bind to the epitope). (5) The TCR CDR3 sequence is CASSPGGLAGADTQYF. Result: 0 (the TCR does not bind to the epitope). The epitope is FLRGRAYGL.